Predict the reactants needed to synthesize the given product. From a dataset of Full USPTO retrosynthesis dataset with 1.9M reactions from patents (1976-2016). (1) Given the product [Cl:1][C:2]1[CH:7]=[C:6]([I:8])[CH:5]=[CH:4][C:3]=1[CH2:9][NH2:10], predict the reactants needed to synthesize it. The reactants are: [Cl:1][C:2]1[CH:7]=[C:6]([I:8])[CH:5]=[CH:4][C:3]=1[CH2:9][N:10]1C(=O)C2=CC=CC=C2C1=O.C(Cl)(Cl)Cl. (2) Given the product [CH3:22][O:23][Si:24]([O:27][CH3:28])([O:25][CH3:26])[CH2:14][CH2:13][CH2:12][CH2:11][CH2:10][CH2:9][O:8][CH2:7][C:6]1[CH:15]=[C:16]([O:17][CH3:18])[C:3]([O:2][CH3:1])=[CH:4][C:5]=1[N+:19]([O-:21])=[O:20], predict the reactants needed to synthesize it. The reactants are: [CH3:1][O:2][C:3]1[C:16]([O:17][CH3:18])=[CH:15][C:6]([CH2:7][O:8][CH2:9][CH2:10][CH2:11][CH2:12][CH:13]=[CH2:14])=[C:5]([N+:19]([O-:21])=[O:20])[CH:4]=1.[CH3:22][O:23][SiH:24]([O:27][CH3:28])[O:25][CH3:26]. (3) Given the product [CH:35]1[C:34]2[N:33]([C:30]3[CH:31]=[CH:32][C:27]([C:20]4[CH:19]=[CH:18][C:9]5[N:10]6[C:17]7[C:7]([C:8]=5[CH:21]=4)=[CH:6][CH:5]=[CH:4][C:3]=7[C:2]([CH3:25])([CH3:1])[C:16]4[C:11]6=[CH:12][CH:13]=[N:14][CH:15]=4)=[CH:28][CH:29]=3)[C:45]3[C:40](=[CH:41][CH:42]=[CH:43][CH:44]=3)[C:39]=2[CH:38]=[CH:37][CH:36]=1, predict the reactants needed to synthesize it. The reactants are: [CH3:1][C:2]1([CH3:25])[C:16]2[C:11](=[CH:12][CH:13]=[N:14][CH:15]=2)[N:10]2[C:17]3[C:7]([C:8]4[CH:21]=[C:20](B(O)O)[CH:19]=[CH:18][C:9]=42)=[CH:6][CH:5]=[CH:4][C:3]1=3.Br[C:27]1[CH:32]=[CH:31][C:30]([N:33]2[C:45]3[CH:44]=[CH:43][CH:42]=[CH:41][C:40]=3[C:39]3[C:34]2=[CH:35][CH:36]=[CH:37][CH:38]=3)=[CH:29][CH:28]=1. (4) Given the product [CH2:1]([NH:8][C:9]([NH:10][O:11][CH2:12][C:13]([NH:17][C@@H:18]([CH3:42])[C:19]([N:21]([C@@H:33]([CH3:41])[CH:34]([O:38][CH2:39][CH3:40])[O:35][CH2:36][CH3:37])[CH2:22][C:23]1[CH:24]=[CH:25][CH:26]=[C:27]2[C:32]=1[N:31]=[CH:30][CH:29]=[CH:28]2)=[O:20])=[O:15])=[O:16])[C:2]1[CH:3]=[CH:4][CH:5]=[CH:6][CH:7]=1, predict the reactants needed to synthesize it. The reactants are: [CH2:1]([NH:8][C:9](=[O:16])[NH:10][O:11][CH2:12][C:13]([OH:15])=O)[C:2]1[CH:7]=[CH:6][CH:5]=[CH:4][CH:3]=1.[NH2:17][C@@H:18]([CH3:42])[C:19]([N:21]([C@@H:33]([CH3:41])[CH:34]([O:38][CH2:39][CH3:40])[O:35][CH2:36][CH3:37])[CH2:22][C:23]1[CH:24]=[CH:25][CH:26]=[C:27]2[C:32]=1[N:31]=[CH:30][CH:29]=[CH:28]2)=[O:20]. (5) Given the product [Cl:22][C:23]1[CH:28]=[CH:27][CH:26]=[C:25]([Cl:29])[C:24]=1[CH2:30][S:31]([C:34]1[CH:35]=[C:36]2[C:40](=[CH:41][CH:42]=1)[NH:39][C:38](=[O:43])/[C:37]/2=[CH:20]\[C:3]1[NH:4][C:5]2[CH2:11][CH2:10][CH2:9][N:8]([CH2:12][CH2:13][N:14]3[CH2:15][CH2:16][CH2:17][CH2:18]3)[C:7](=[O:19])[C:6]=2[C:2]=1[CH3:1])(=[O:32])=[O:33], predict the reactants needed to synthesize it. The reactants are: [CH3:1][C:2]1[C:6]2[C:7](=[O:19])[N:8]([CH2:12][CH2:13][N:14]3[CH2:18][CH2:17][CH2:16][CH2:15]3)[CH2:9][CH2:10][CH2:11][C:5]=2[NH:4][C:3]=1[CH:20]=O.[Cl:22][C:23]1[CH:28]=[CH:27][CH:26]=[C:25]([Cl:29])[C:24]=1[CH2:30][S:31]([C:34]1[CH:35]=[C:36]2[C:40](=[CH:41][CH:42]=1)[NH:39][C:38](=[O:43])[CH2:37]2)(=[O:33])=[O:32].N1CCCCC1.